This data is from Forward reaction prediction with 1.9M reactions from USPTO patents (1976-2016). The task is: Predict the product of the given reaction. (1) Given the reactants [N:1]([CH2:4][CH2:5][N:6]1[CH2:11][CH2:10][CH2:9][C@@H:8]([CH2:12][N:13]2[CH2:18][CH2:17][N:16]([C:19]([NH:21][C:22]3[CH:27]=[CH:26][C:25]([Cl:28])=[C:24]([Cl:29])[CH:23]=3)=[O:20])[CH2:15][CH2:14]2)[CH2:7]1)=[N+:2]=[N-:3].[CH:30]12CC(C=C1)C=[CH:31]2, predict the reaction product. The product is: [Cl:29][C:24]1[CH:23]=[C:22]([NH:21][C:19]([N:16]2[CH2:17][CH2:18][N:13]([CH2:12][C@@H:8]3[CH2:9][CH2:10][CH2:11][N:6]([CH2:5][CH2:4][N:1]4[CH:31]=[CH:30][N:3]=[N:2]4)[CH2:7]3)[CH2:14][CH2:15]2)=[O:20])[CH:27]=[CH:26][C:25]=1[Cl:28]. (2) Given the reactants [CH3:1][N:2]1[C:8](=[O:9])[CH2:7][C:6]2[CH:10]=[CH:11][CH:12]=[CH:13][C:5]=2[CH2:4][CH2:3]1.[N:14](OCCC(C)C)=[O:15].[Li+].C[Si]([N-][Si](C)(C)C)(C)C.Cl, predict the reaction product. The product is: [OH:15][N:14]=[C:7]1[C:6]2[CH:10]=[CH:11][CH:12]=[CH:13][C:5]=2[CH2:4][CH2:3][N:2]([CH3:1])[C:8]1=[O:9]. (3) Given the reactants [F:1][CH2:2][C:3]([C@H:28]1[CH2:33][CH2:32][C@H:31]([C:34]([O:36]CC)=[O:35])[CH2:30][CH2:29]1)([OH:27])[C:4]1[S:5][C:6]([C:9]2[CH:14]=[C:13]([NH:15][C:16]3[N:21]=[C:20]([C:22]([F:25])([F:24])[F:23])[CH:19]=[CH:18][N:17]=3)[CH:12]=[C:11]([CH3:26])[CH:10]=2)=[CH:7][N:8]=1.Cl, predict the reaction product. The product is: [F:1][CH2:2][C:3]([C@H:28]1[CH2:33][CH2:32][C@H:31]([C:34]([OH:36])=[O:35])[CH2:30][CH2:29]1)([OH:27])[C:4]1[S:5][C:6]([C:9]2[CH:14]=[C:13]([NH:15][C:16]3[N:21]=[C:20]([C:22]([F:25])([F:24])[F:23])[CH:19]=[CH:18][N:17]=3)[CH:12]=[C:11]([CH3:26])[CH:10]=2)=[CH:7][N:8]=1.